Dataset: Forward reaction prediction with 1.9M reactions from USPTO patents (1976-2016). Task: Predict the product of the given reaction. (1) Given the reactants [O:1]1CCCO[CH:2]1[C:7]1[CH:14]=[CH:13][C:10]([C:11]#[N:12])=[CH:9][C:8]=1[S:15]([C:18]1[CH:23]=[CH:22][CH:21]=[CH:20][CH:19]=1)(=[O:17])=[O:16].C1(C)C=CC(S([O-])(=O)=O)=CC=1.[NH+]1C=CC=CC=1.O, predict the reaction product. The product is: [CH:2]([C:7]1[CH:14]=[CH:13][C:10]([C:11]#[N:12])=[CH:9][C:8]=1[S:15]([C:18]1[CH:23]=[CH:22][CH:21]=[CH:20][CH:19]=1)(=[O:16])=[O:17])=[O:1]. (2) Given the reactants [CH:1]([Si:4]([CH:35]([CH3:37])[CH3:36])([CH:32]([CH3:34])[CH3:33])[N:5]1[C:13]2[C:8](=[CH:9][C:10]([NH:14][C:15]([C:17]3[S:21][C:20]([C:22]4[CH:27]=[CH:26][C:25]([Cl:28])=[CH:24][CH:23]=4)=[N:19][C:18]=3[CH2:29][CH2:30]O)=[O:16])=[CH:11][CH:12]=2)[CH:7]=[CH:6]1)([CH3:3])[CH3:2].CCN(CC)CC, predict the reaction product. The product is: [Cl:28][C:25]1[CH:26]=[CH:27][C:22]([C:20]2[S:21][C:17]3[C:15](=[O:16])[N:14]([C:10]4[CH:9]=[C:8]5[C:13](=[CH:12][CH:11]=4)[N:5]([Si:4]([CH:35]([CH3:37])[CH3:36])([CH:1]([CH3:2])[CH3:3])[CH:32]([CH3:34])[CH3:33])[CH:6]=[CH:7]5)[CH2:30][CH2:29][C:18]=3[N:19]=2)=[CH:23][CH:24]=1. (3) Given the reactants [Br:1][C:2]1[CH:10]=[CH:9][C:5]([C:6](O)=[O:7])=[C:4]([CH3:11])[CH:3]=1, predict the reaction product. The product is: [Br:1][C:2]1[CH:10]=[CH:9][C:5]([CH2:6][OH:7])=[C:4]([CH3:11])[CH:3]=1. (4) The product is: [Br:28][C:18]1[CH:19]=[C:20]([O:21][C:22]2[CH:27]=[CH:26][CH:25]=[CH:24][CH:23]=2)[C:15]([NH:14][C:11]2[S:12][CH:13]=[C:9]([CH2:8][CH2:7][C:6]3[O:3][C:1]([CH3:2])=[N:4][N:5]=3)[N:10]=2)=[N:16][CH:17]=1. Given the reactants [C:1]([NH:4][NH:5][C:6](=O)[CH2:7][CH2:8][C:9]1[N:10]=[C:11]([NH:14][C:15]2[C:20]([O:21][C:22]3[CH:27]=[CH:26][CH:25]=[CH:24][CH:23]=3)=[CH:19][C:18]([Br:28])=[CH:17][N:16]=2)[S:12][CH:13]=1)(=[O:3])[CH3:2].O=P(Cl)(Cl)Cl, predict the reaction product. (5) Given the reactants [F:1][C:2]([F:7])([F:6])[C:3]([OH:5])=[O:4].[C:8]([C:11]1[CH2:12][NH:13][CH2:14][CH:15]=1)([CH3:10])=[CH2:9].CO, predict the reaction product. The product is: [F:1][C:2]([F:7])([F:6])[C:3]([OH:5])=[O:4].[CH:8]([CH:11]1[CH2:15][CH2:14][NH:13][CH2:12]1)([CH3:10])[CH3:9]. (6) The product is: [CH3:28][N:29]1[CH2:34][CH2:33][N:32]([CH2:35][C:36]([N:38]([C:39]2[CH:44]=[CH:43][C:42]([NH:45]/[C:17](=[C:6]3\[C:5](=[O:27])[NH:4][C:12]4[C:7]\3=[CH:8][CH:9]=[C:10]([C:13]([O:15][CH3:16])=[O:14])[CH:11]=4)/[C:18]3[CH:23]=[CH:22][CH:21]=[CH:20][CH:19]=3)=[CH:41][CH:40]=2)[CH3:46])=[O:37])[CH2:31][CH2:30]1. Given the reactants C([N:4]1[C:12]2[C:7](=[CH:8][CH:9]=[C:10]([C:13]([O:15][CH3:16])=[O:14])[CH:11]=2)[C:6](=[C:17](OCC)[C:18]2[CH:23]=[CH:22][CH:21]=[CH:20][CH:19]=2)[C:5]1=[O:27])(=O)C.[CH3:28][N:29]1[CH2:34][CH2:33][N:32]([CH2:35][C:36]([N:38]([CH3:46])[C:39]2[CH:44]=[CH:43][C:42]([NH2:45])=[CH:41][CH:40]=2)=[O:37])[CH2:31][CH2:30]1.N1CCCCC1.O, predict the reaction product. (7) Given the reactants Br[C:2]1[CH:7]=[CH:6][CH:5]=[C:4]([S:8][CH:9]2[CH2:13][CH2:12][CH2:11][CH2:10]2)[CH:3]=1.C([Li])CCC.[I:19]I.O, predict the reaction product. The product is: [CH:9]1([S:8][C:4]2[CH:5]=[CH:6][CH:7]=[C:2]([I:19])[CH:3]=2)[CH2:13][CH2:12][CH2:11][CH2:10]1. (8) Given the reactants C([O:3][C:4](=[O:20])[C@@H:5]([O:18][CH3:19])[CH2:6][C:7]1[CH:12]=[CH:11][C:10]([O:13][CH2:14][CH2:15][CH2:16]Br)=[CH:9][CH:8]=1)C.[F:21][C:22]([F:41])([F:40])[C:23]1[CH:24]=[C:25]([C:34]2[CH:39]=[CH:38][CH:37]=[CH:36][CH:35]=2)[CH:26]=[C:27]([C:30]([F:33])([F:32])[F:31])[C:28]=1O.[OH-:42].[Na+], predict the reaction product. The product is: [F:21][C:22]([F:41])([F:40])[C:23]1[CH:24]=[C:25]([C:34]2[CH:39]=[CH:38][C:37]([O:42][CH2:16][CH2:15][CH2:14][O:13][C:10]3[CH:9]=[CH:8][C:7]([CH2:6][C@H:5]([O:18][CH3:19])[C:4]([OH:3])=[O:20])=[CH:12][CH:11]=3)=[CH:36][CH:35]=2)[CH:26]=[C:27]([C:30]([F:33])([F:32])[F:31])[CH:28]=1.